Task: Regression. Given a peptide amino acid sequence and an MHC pseudo amino acid sequence, predict their binding affinity value. This is MHC class I binding data.. Dataset: Peptide-MHC class I binding affinity with 185,985 pairs from IEDB/IMGT (1) The MHC is Patr-B2401 with pseudo-sequence Patr-B2401. The peptide sequence is SLYLELDTI. The binding affinity (normalized) is 0.0742. (2) The peptide sequence is QGWKGSPAI. The MHC is Mamu-B3901 with pseudo-sequence Mamu-B3901. The binding affinity (normalized) is 0.824. (3) The peptide sequence is RYRTAVCGL. The MHC is HLA-B15:42 with pseudo-sequence HLA-B15:42. The binding affinity (normalized) is 0.213. (4) The peptide sequence is IPAHPLRML. The MHC is HLA-B18:01 with pseudo-sequence HLA-B18:01. The binding affinity (normalized) is 0.0847. (5) The peptide sequence is DDPWGEVLAW. The MHC is Mamu-B17 with pseudo-sequence Mamu-B17. The binding affinity (normalized) is 0.0987. (6) The peptide sequence is TVWNRLIAR. The binding affinity (normalized) is 1.00. The MHC is HLA-A31:01 with pseudo-sequence HLA-A31:01. (7) The MHC is HLA-A02:01 with pseudo-sequence HLA-A02:01. The binding affinity (normalized) is 0.190. The peptide sequence is MSPALFFTFL.